This data is from Reaction yield outcomes from USPTO patents with 853,638 reactions. The task is: Predict the reaction yield, written as a fraction of the theoretical maximum amount of product (1.0 means a 100% yield; for example, 0.34 means a 34% yield). (1) The reactants are [Br:1][C:2]1[CH:14]=[C:13]2[C:5]([C:6]3[C:7](=[O:22])[C:8]4[CH:20]=[C:19]([OH:21])[CH:18]=[CH:17][C:9]=4[C:10]([CH3:16])([CH3:15])[C:11]=3[NH:12]2)=[CH:4][CH:3]=1.C1(P(C2C=CC=CC=2)C2C=CC=CC=2)C=CC=CC=1.[CH3:42][C:43]1([CH3:50])[O:47][C@@H:46]([CH2:48]O)[CH2:45][O:44]1.C(OC(N=NC(OC(C)C)=O)=O)(C)C. The catalyst is C(OCC)(=O)C.C1COCC1. The product is [Br:1][C:2]1[CH:14]=[C:13]2[C:5]([C:6]3[C:7](=[O:22])[C:8]4[CH:20]=[C:19]([O:21][CH2:48][C@H:46]5[CH2:45][O:44][C:43]([CH3:50])([CH3:42])[O:47]5)[CH:18]=[CH:17][C:9]=4[C:10]([CH3:16])([CH3:15])[C:11]=3[NH:12]2)=[CH:4][CH:3]=1. The yield is 0.510. (2) The reactants are [NH2:1][C:2]1[CH:7]=[CH:6][C:5]([N:8]([CH2:11][CH3:12])[CH2:9][CH3:10])=[CH:4][C:3]=1[C:13]1[CH:14]=[C:15]([CH:30]=[CH:31][N:32]=1)[C:16]([NH:18][CH2:19][C:20]1[CH:25]=[CH:24][CH:23]=[C:22]([C:26]([F:29])([F:28])[F:27])[CH:21]=1)=[O:17].[C:33]([O:37][C:38]([C:40]1[CH:41]=[C:42]([CH:46]=[CH:47][CH:48]=1)[C:43](O)=[O:44])=[O:39])([CH3:36])([CH3:35])[CH3:34].CCN(C(C)C)C(C)C.CN(C(ON1N=NC2C=CC=NC1=2)=[N+](C)C)C.F[P-](F)(F)(F)(F)F. The catalyst is CN(C=O)C.C(OCC)(=O)C. The product is [CH2:9]([N:8]([CH2:11][CH3:12])[C:5]1[CH:6]=[CH:7][C:2]([NH:1][C:43]([C:42]2[CH:41]=[C:40]([CH:48]=[CH:47][CH:46]=2)[C:38]([O:37][C:33]([CH3:35])([CH3:36])[CH3:34])=[O:39])=[O:44])=[C:3]([C:13]2[CH:14]=[C:15]([C:16](=[O:17])[NH:18][CH2:19][C:20]3[CH:25]=[CH:24][CH:23]=[C:22]([C:26]([F:27])([F:28])[F:29])[CH:21]=3)[CH:30]=[CH:31][N:32]=2)[CH:4]=1)[CH3:10]. The yield is 0.950. (3) The reactants are [OH:1][CH:2]1[CH2:7][CH2:6][N:5]([C:8]([O:10][C:11]([CH3:14])([CH3:13])[CH3:12])=[O:9])[CH2:4][CH2:3]1.[H-].[Na+].[Cl:17][C:18]1[CH:23]=[C:22]([N+]([O-])=O)[CH:21]=[CH:20][N:19]=1. No catalyst specified. The product is [Cl:17][C:18]1[CH:23]=[C:22]([O:1][CH:2]2[CH2:3][CH2:4][N:5]([C:8]([O:10][C:11]([CH3:14])([CH3:13])[CH3:12])=[O:9])[CH2:6][CH2:7]2)[CH:21]=[CH:20][N:19]=1. The yield is 0.840. (4) The reactants are [CH3:1][O:2][C:3]1[CH:8]=[CH:7][C:6]([N:9]2[C:13]3[C:14](=[O:18])[NH:15][CH2:16][CH2:17][C:12]=3[C:11]([C:19]#[N:20])=[N:10]2)=[CH:5][CH:4]=1.I[C:22]1[CH:27]=[CH:26][C:25]([C:28]([CH3:37])([CH3:36])[CH2:29][N:30]2[CH2:34][CH2:33][CH2:32][C:31]2=[O:35])=[CH:24][CH:23]=1.C([O-])([O-])=O.[K+].[K+]. The catalyst is [Cu]I. The product is [CH3:37][C:28]([C:25]1[CH:24]=[CH:23][C:22]([N:15]2[CH2:16][CH2:17][C:12]3[C:11]([C:19]#[N:20])=[N:10][N:9]([C:6]4[CH:5]=[CH:4][C:3]([O:2][CH3:1])=[CH:8][CH:7]=4)[C:13]=3[C:14]2=[O:18])=[CH:27][CH:26]=1)([CH3:36])[CH2:29][N:30]1[CH2:34][CH2:33][CH2:32][C:31]1=[O:35]. The yield is 0.240.